This data is from Retrosynthesis with 50K atom-mapped reactions and 10 reaction types from USPTO. The task is: Predict the reactants needed to synthesize the given product. (1) Given the product COc1ccc2c(c1)c(CC(C)CC(N)=O)c(C)n2Cc1ccc(Br)cc1, predict the reactants needed to synthesize it. The reactants are: CN(C)C=O.COc1ccc2c(c1)c(CC(C)CC(=O)O)c(C)n2Cc1ccc(Br)cc1. (2) Given the product CC(O)(c1ccsc1)c1cc(Br)ccc1NC(=O)CCl, predict the reactants needed to synthesize it. The reactants are: CC(O)(c1ccsc1)c1cc(Br)ccc1N.O=C(Cl)CCl. (3) Given the product CC[C@H](C)[C@H](Nc1cc(F)c([N+](=O)[O-])cc1[N+](=O)[O-])C(=O)O, predict the reactants needed to synthesize it. The reactants are: CC[C@H](C)[C@H](N)C(=O)O.O=[N+]([O-])c1cc([N+](=O)[O-])c(F)cc1F. (4) Given the product C=CCC(C)(C(=O)O)c1ccccc1-c1noc2ccccc12, predict the reactants needed to synthesize it. The reactants are: C=CCC(C)(C(=O)OCC)c1ccccc1-c1noc2ccccc12. (5) The reactants are: CNC1(C(=O)OC)CC1.O=C(O)CNC(=O)OCc1ccccc1. Given the product COC(=O)C1(N(C)C(=O)CNC(=O)OCc2ccccc2)CC1, predict the reactants needed to synthesize it.